From a dataset of TCR-epitope binding with 47,182 pairs between 192 epitopes and 23,139 TCRs. Binary Classification. Given a T-cell receptor sequence (or CDR3 region) and an epitope sequence, predict whether binding occurs between them. (1) The epitope is TSDLATNNLVVMAY. The TCR CDR3 sequence is CASSWTVYYEQYF. Result: 0 (the TCR does not bind to the epitope). (2) The TCR CDR3 sequence is CAITGLAMNTGELFF. Result: 1 (the TCR binds to the epitope). The epitope is KLGGALQAK. (3) The epitope is YLQPRTFLL. The TCR CDR3 sequence is CASTDLNTGELFF. Result: 1 (the TCR binds to the epitope). (4) The epitope is HPKVSSEVHI. The TCR CDR3 sequence is CASRTSGEETQYF. Result: 1 (the TCR binds to the epitope). (5) The epitope is SEETGTLIV. The TCR CDR3 sequence is CASRPDLASGNTIYF. Result: 0 (the TCR does not bind to the epitope).